This data is from Cav3 T-type calcium channel HTS with 100,875 compounds. The task is: Binary Classification. Given a drug SMILES string, predict its activity (active/inactive) in a high-throughput screening assay against a specified biological target. (1) The compound is s1c(C(=O)C=2C(N(CCCN(CC)CC)C(=O)C2O)c2ncccc2)ccc1. The result is 0 (inactive). (2) The compound is O=C(NC(CC)C)C1CCN(CC1)C(=O)N(C)C. The result is 0 (inactive). (3) The compound is O=C1NC(=O)NC(=O)/C1=C\NC(c1ccccc1)C. The result is 0 (inactive). (4) The molecule is S(=O)(=O)(N1CCC(CC1)C(=O)NC1CCCCC1)N1CCOCC1. The result is 0 (inactive). (5) The compound is Clc1ncc(C(OC2(C(=O)C=3C(=CC2=O)C=C(OC3)CCCC)C)=O)cc1. The result is 0 (inactive). (6) The compound is S(=O)(=O)(N(CCCCC)C(=O)NC(=O)Nc1c(OC)cccc1)C. The result is 0 (inactive).